From a dataset of Reaction yield outcomes from USPTO patents with 853,638 reactions. Predict the reaction yield, written as a fraction of the theoretical maximum amount of product (1.0 means a 100% yield; for example, 0.34 means a 34% yield). (1) The reactants are [CH2:1]([O:3][C:4](=[O:17])[CH2:5][CH:6]([CH3:16])[C:7]([C:9]1[CH:14]=[CH:13][C:12]([OH:15])=[CH:11][CH:10]=1)=[O:8])[CH3:2].Br[CH2:19][CH2:20][CH2:21][Cl:22].C([O-])([O-])=O.[K+].[K+]. The catalyst is CC(C)=O. The product is [CH2:1]([O:3][C:4](=[O:17])[CH2:5][CH:6]([CH3:16])[C:7]([C:9]1[CH:10]=[CH:11][C:12]([O:15][CH2:19][CH2:20][CH2:21][Cl:22])=[CH:13][CH:14]=1)=[O:8])[CH3:2]. The yield is 0.560. (2) The catalyst is C(Cl)(Cl)Cl. The yield is 0.650. The product is [CH3:1][CH2:2][N+:3]([CH2:6][C:7]1[CH:8]=[CH:9][CH:10]=[CH:11][C:12]=1[Br:13])([CH3:5])[CH3:4].[CH2:28]([O:40][S:41]([O-:44])(=[O:43])=[O:42])[CH2:29][CH2:30][CH2:31][CH2:32][CH2:33][CH2:34][CH2:35][CH2:36][CH2:37][CH2:38][CH3:39]. The reactants are [CH3:1][CH2:2][N+:3]([CH2:6][C:7]1[CH:8]=[CH:9][CH:10]=[CH:11][C:12]=1[Br:13])([CH3:5])[CH3:4].CC[N+](CC1C(Br)=CC=CC=1)(C)C.[Br-].[CH2:28]([O:40][S:41]([O-:44])(=[O:43])=[O:42])[CH2:29][CH2:30][CH2:31][CH2:32][CH2:33][CH2:34][CH2:35][CH2:36][CH2:37][CH2:38][CH3:39].[Na+].O. (3) The reactants are BrCCBr.C[Si](Cl)(C)C.[CH3:10][O:11][C:12](=[O:22])/[C:13](/I)=[CH:14]\[CH:15]1[CH2:20][CH2:19][CH2:18][CH2:17][CH2:16]1.C1(P(C2C=CC=CC=2)C2C=CC=CC=2)C=CC=CC=1.[Cl:42][C:43]1[CH:48]=[C:47](I)[CH:46]=[CH:45][C:44]=1[N:50]1[C:54]([C:55]([F:58])([F:57])[F:56])=[N:53][N:52]=[N:51]1.[Cl-].[NH4+]. The catalyst is O1CCCC1.[Zn].C1C=CC(/C=C/C(/C=C/C2C=CC=CC=2)=O)=CC=1.C1C=CC(/C=C/C(/C=C/C2C=CC=CC=2)=O)=CC=1.[Pd]. The product is [CH3:10][O:11][C:12](=[O:22])/[C:13](/[C:47]1[CH:46]=[CH:45][C:44]([N:50]2[C:54]([C:55]([F:56])([F:57])[F:58])=[N:53][N:52]=[N:51]2)=[C:43]([Cl:42])[CH:48]=1)=[CH:14]/[CH:15]1[CH2:20][CH2:19][CH2:18][CH2:17][CH2:16]1. The yield is 0.730.